Dataset: Peptide-MHC class I binding affinity with 185,985 pairs from IEDB/IMGT. Task: Regression. Given a peptide amino acid sequence and an MHC pseudo amino acid sequence, predict their binding affinity value. This is MHC class I binding data. (1) The peptide sequence is NSSKVSQNY. The MHC is HLA-A26:01 with pseudo-sequence HLA-A26:01. The binding affinity (normalized) is 0.000426. (2) The peptide sequence is ATVKNVVLR. The MHC is HLA-A30:01 with pseudo-sequence HLA-A30:01. The binding affinity (normalized) is 0.214. (3) The peptide sequence is FFLFPMAAY. The MHC is HLA-A26:02 with pseudo-sequence HLA-A26:02. The binding affinity (normalized) is 0.936. (4) The peptide sequence is CYPGYFADY. The MHC is HLA-A24:03 with pseudo-sequence HLA-A24:03. The binding affinity (normalized) is 1.00. (5) The peptide sequence is RSSPASFEK. The binding affinity (normalized) is 0. The MHC is H-2-Db with pseudo-sequence H-2-Db.